From a dataset of Full USPTO retrosynthesis dataset with 1.9M reactions from patents (1976-2016). Predict the reactants needed to synthesize the given product. Given the product [Br:1][C:2]1[CH:15]=[CH:14][C:5]([CH2:6][S:7](/[CH:10]=[CH:11]/[C:20]2[CH:23]=[CH:24][C:17]([Br:16])=[CH:18][CH:19]=2)(=[O:9])=[O:8])=[CH:4][CH:3]=1, predict the reactants needed to synthesize it. The reactants are: [Br:1][C:2]1[CH:15]=[CH:14][C:5]([CH2:6][S:7]([CH2:10][C:11](O)=O)(=[O:9])=[O:8])=[CH:4][CH:3]=1.[Br:16][C:17]1[CH:24]=[CH:23][C:20](C=O)=[CH:19][CH:18]=1.